From a dataset of Reaction yield outcomes from USPTO patents with 853,638 reactions. Predict the reaction yield, written as a fraction of the theoretical maximum amount of product (1.0 means a 100% yield; for example, 0.34 means a 34% yield). (1) The reactants are C[O-].[Na+].BrC1C=C(F)C=C(Br)C=1OC1C=CC([N+]([O-])=O)=CC=1.C(=O)=O.CC(C)=O.[Br:30][C:31]1[CH:36]=[C:35]([O:37]C)[CH:34]=[C:33]([Br:39])[C:32]=1[O:40][C:41]1[CH:46]=[CH:45][C:44]([N+:47]([O-:49])=[O:48])=[CH:43][CH:42]=1. The catalyst is CN(C)C=O.ClCCl.O. The product is [Br:30][C:31]1[CH:36]=[C:35]([OH:37])[CH:34]=[C:33]([Br:39])[C:32]=1[O:40][C:41]1[CH:42]=[CH:43][C:44]([N+:47]([O-:49])=[O:48])=[CH:45][CH:46]=1. The yield is 0.643. (2) The reactants are C([O:5][C:6]([C:8]1[O:9][C:10]2[CH:17]=[CH:16][CH:15]=[C:14]([O:18][CH2:19][C:20](=[O:24])[N:21]([CH3:23])[CH3:22])[C:11]=2[C:12]=1[CH3:13])=[O:7])(C)(C)C.C(O)(C(F)(F)F)=O.C(Cl)Cl. No catalyst specified. The product is [CH3:22][N:21]([CH3:23])[C:20]([CH2:19][O:18][C:14]1[C:11]2[C:12]([CH3:13])=[C:8]([C:6]([OH:7])=[O:5])[O:9][C:10]=2[CH:17]=[CH:16][CH:15]=1)=[O:24]. The yield is 1.00. (3) The reactants are [Cl:1][C:2]1[CH:18]=[CH:17][C:5]2[CH2:6][CH2:7][N:8]([C:11](=[O:16])[C:12]([F:15])([F:14])[F:13])[CH2:9][CH2:10][C:4]=2[C:3]=1OS(C(F)(F)F)(=O)=O.C1C=CC(P(C2C(C3C(P(C4C=CC=CC=4)C4C=CC=CC=4)=CC=C4C=3C=CC=C4)=C3C(C=CC=C3)=CC=2)C2C=CC=CC=2)=CC=1.[CH3:73][C:74]([CH3:86])([CH3:85])[CH2:75][CH2:76][C:77]1[CH:84]=[CH:83][C:80]([CH2:81][NH2:82])=[CH:79][CH:78]=1.C(=O)([O-])[O-].[Cs+].[Cs+]. The catalyst is C1(C)C=CC=CC=1.C([O-])(=O)C.[Pd+2].C([O-])(=O)C. The product is [Cl:1][C:2]1[CH:18]=[CH:17][C:5]2[CH2:6][CH2:7][N:8]([C:11](=[O:16])[C:12]([F:15])([F:14])[F:13])[CH2:9][CH2:10][C:4]=2[C:3]=1[NH:82][CH2:81][C:80]1[CH:83]=[CH:84][C:77]([CH2:76][CH2:75][C:74]([CH3:86])([CH3:85])[CH3:73])=[CH:78][CH:79]=1. The yield is 0.910. (4) The reactants are CN(C=O)C.[CH3:6][C:7]1([CH3:32])[CH2:11][C:10]2[C:12]([CH3:31])=[C:13]([N:18]3[CH2:23][CH2:22][N:21]([C:24]4[CH:29]=[CH:28][C:27]([CH3:30])=[CH:26][CH:25]=4)[CH2:20][CH2:19]3)[C:14]([CH3:17])=[C:15]([OH:16])[C:9]=2[O:8]1.Br[CH2:34][CH2:35][O:36][CH3:37].C(=O)([O-])[O-].[K+].[K+]. The catalyst is C(OCC)(=O)C.O. The product is [CH3:37][O:36][CH2:35][CH2:34][O:16][C:15]1[C:9]2[O:8][C:7]([CH3:32])([CH3:6])[CH2:11][C:10]=2[C:12]([CH3:31])=[C:13]([N:18]2[CH2:19][CH2:20][N:21]([C:24]3[CH:25]=[CH:26][C:27]([CH3:30])=[CH:28][CH:29]=3)[CH2:22][CH2:23]2)[C:14]=1[CH3:17]. The yield is 0.140.